From a dataset of Full USPTO retrosynthesis dataset with 1.9M reactions from patents (1976-2016). Predict the reactants needed to synthesize the given product. (1) Given the product [Br:8][C:9]1[CH:10]=[C:11]([N:16]2[C:20](=[O:21])[O:19][N:18]=[C:17]2[C:22]2[C:23]([NH:27][CH2:28][CH2:29][NH:30][S:31]([NH2:34])(=[O:32])=[O:33])=[N:24][O:25][N:26]=2)[CH:12]=[CH:13][C:14]=1[F:15], predict the reactants needed to synthesize it. The reactants are: FC(F)(F)C(O)=O.[Br:8][C:9]1[CH:10]=[C:11]([N:16]2[C:20](=[O:21])[O:19][N:18]=[C:17]2[C:22]2[C:23]([NH:27][CH2:28][CH2:29][NH:30][S:31]([NH:34]C(=O)OC(C)(C)C)(=[O:33])=[O:32])=[N:24][O:25][N:26]=2)[CH:12]=[CH:13][C:14]=1[F:15]. (2) Given the product [CH2:1]([O:8][N:9]1[C:13]([CH:22]([OH:23])[CH:21]([CH2:24][CH3:25])[CH2:19][CH3:20])=[CH:12][CH:11]=[N:10]1)[C:2]1[CH:3]=[CH:4][CH:5]=[CH:6][CH:7]=1, predict the reactants needed to synthesize it. The reactants are: [CH2:1]([O:8][N:9]1[CH:13]=[CH:12][CH:11]=[N:10]1)[C:2]1[CH:7]=[CH:6][CH:5]=[CH:4][CH:3]=1.C([Li])CCC.[CH2:19]([CH:21]([CH2:24][CH3:25])[CH:22]=[O:23])[CH3:20]. (3) Given the product [CH3:1][O:2][C:3]1[CH:4]=[C:5]([N:12]2[CH2:17][CH2:16][CH:15]([N:23]3[CH2:24][CH2:25][N:20]([CH3:19])[CH2:21][CH2:22]3)[CH2:14][CH2:13]2)[CH:6]=[CH:7][C:8]=1[N+:9]([O-:11])=[O:10], predict the reactants needed to synthesize it. The reactants are: [CH3:1][O:2][C:3]1[CH:4]=[C:5]([N:12]2[CH2:17][CH2:16][C:15](=O)[CH2:14][CH2:13]2)[CH:6]=[CH:7][C:8]=1[N+:9]([O-:11])=[O:10].[CH3:19][N:20]1[CH2:25][CH2:24][NH:23][CH2:22][CH2:21]1.C(O[BH-](OC(=O)C)OC(=O)C)(=O)C.[Na+].C(=O)([O-])O.[Na+]. (4) Given the product [CH:29]([C@H:18]1[N:19]([C:22]([O:24][C:25]([CH3:28])([CH3:26])[CH3:27])=[O:23])[CH2:20][CH2:21][N:16]2[C:3]3[CH:4]=[C:5]([S:12]([CH3:15])(=[O:13])=[O:14])[C:6]([C:8]([O:10][CH3:11])=[O:9])=[CH:7][C:2]=3[N:1]=[C:17]12)([CH3:30])[CH3:31], predict the reactants needed to synthesize it. The reactants are: [NH2:1][C:2]1[CH:7]=[C:6]([C:8]([O:10][CH3:11])=[O:9])[C:5]([S:12]([CH3:15])(=[O:14])=[O:13])=[CH:4][C:3]=1[N:16]1[CH2:21][CH2:20][N:19]([C:22]([O:24][C:25]([CH3:28])([CH3:27])[CH3:26])=[O:23])[C@H:18]([CH:29]([CH3:31])[CH3:30])[C:17]1=O.CCN(CC)CC.[Si](Cl)(Cl)(Cl)Cl.C([O-])(O)=O.[Na+]. (5) The reactants are: [F:1][C:2]([Si](C)(C)C)([F:4])[F:3].[Cl:9][C:10]1[CH:15]=[C:14]([O:16][CH3:17])[CH:13]=[CH:12][C:11]=1[CH:18]([CH3:28])[C:19]([C:21]1[CH:26]=[N:25][C:24]([CH3:27])=[CH:23][N:22]=1)=[O:20].O.O.O.[F-].C([N+](CCCC)(CCCC)CCCC)CCC.CC#N. Given the product [Cl:9][C:10]1[CH:15]=[C:14]([O:16][CH3:17])[CH:13]=[CH:12][C:11]=1[CH:18]([CH3:28])[C:19]([C:21]1[CH:26]=[N:25][C:24]([CH3:27])=[CH:23][N:22]=1)([OH:20])[C:2]([F:4])([F:3])[F:1], predict the reactants needed to synthesize it. (6) Given the product [N:17]1([C:21]([C:23]2[N:24]=[CH:25][C:26]([O:12][C:9]3[C:10]4[C:5]([CH:6]=[C:7]([C:13]([O:15][CH3:16])=[O:14])[CH:8]=3)=[N:4][N:3]([CH2:1][CH3:2])[CH:11]=4)=[CH:27][C:28]=2[F:29])=[O:22])[CH2:20][CH2:19][CH2:18]1, predict the reactants needed to synthesize it. The reactants are: [CH2:1]([N:3]1[CH:11]=[C:10]2[C:5]([CH:6]=[C:7]([C:13]([O:15][CH3:16])=[O:14])[CH:8]=[C:9]2[OH:12])=[N:4]1)[CH3:2].[N:17]1([C:21]([C:23]2[C:28]([F:29])=[CH:27][C:26](F)=[CH:25][N:24]=2)=[O:22])[CH2:20][CH2:19][CH2:18]1. (7) Given the product [CH3:73][O:74][C:75]1[CH:82]=[CH:81][C:78]([CH2:79][NH:80][C:49]2[N:50]=[C:51]([CH2:68][CH2:69][CH3:70])[N:52]([C:56]3[CH:57]=[CH:58][C:59]([O:62][CH2:63][C:64]([F:66])([F:67])[F:65])=[CH:60][CH:61]=3)[C:53](=[O:55])[CH:54]=2)=[CH:77][CH:76]=1, predict the reactants needed to synthesize it. The reactants are: C1(P(C2C=CC=CC=2)C2C3OC4C(=CC=CC=4P(C4C=CC=CC=4)C4C=CC=CC=4)C(C)(C)C=3C=CC=2)C=CC=CC=1.FC(F)(F)S(O[C:49]1[N:50]=[C:51]([CH2:68][CH2:69][CH3:70])[N:52]([C:56]2[CH:61]=[CH:60][C:59]([O:62][CH2:63][C:64]([F:67])([F:66])[F:65])=[CH:58][CH:57]=2)[C:53](=[O:55])[CH:54]=1)(=O)=O.[CH3:73][O:74][C:75]1[CH:82]=[CH:81][C:78]([CH2:79][NH2:80])=[CH:77][CH:76]=1.C(=O)([O-])[O-].[Cs+].[Cs+]. (8) The reactants are: [Br:1][C:2]1[CH:7]=[CH:6][C:5]([F:8])=[CH:4][N:3]=1.O1CCCC1.C([Li])CCC.[C:19](=[O:21])=[O:20].O. Given the product [Br:1][C:2]1[CH:7]=[C:6]([C:5]([F:8])=[CH:4][N:3]=1)[C:19]([OH:21])=[O:20], predict the reactants needed to synthesize it. (9) Given the product [Br:32][C:33]1[C:34]([C:39]([F:41])([F:40])[F:42])=[N:35][N:36]([CH2:2][C:3]([NH:5][C@H:6]([C:16]2[C:21]([C:22]3[CH:23]=[CH:24][C:25]([F:31])=[C:26]([CH:30]=3)[C:27]([NH2:29])=[O:28])=[CH:20][CH:19]=[CH:18][N:17]=2)[CH2:7][C:8]2[CH:13]=[C:12]([F:14])[CH:11]=[C:10]([F:15])[CH:9]=2)=[O:4])[C:37]=1[CH3:38], predict the reactants needed to synthesize it. The reactants are: Cl[CH2:2][C:3]([NH:5][C@H:6]([C:16]1[C:21]([C:22]2[CH:23]=[CH:24][C:25]([F:31])=[C:26]([CH:30]=2)[C:27]([NH2:29])=[O:28])=[CH:20][CH:19]=[CH:18][N:17]=1)[CH2:7][C:8]1[CH:13]=[C:12]([F:14])[CH:11]=[C:10]([F:15])[CH:9]=1)=[O:4].[Br:32][C:33]1[C:34]([C:39]([F:42])([F:41])[F:40])=[N:35][NH:36][C:37]=1[CH3:38]. (10) Given the product [CH3:9][N:10]([C:11]1[CH:16]=[CH:15][CH:14]=[CH:13][CH:12]=1)[C:2]1[CH:7]=[CH:6][C:5]([OH:8])=[CH:4][CH:3]=1, predict the reactants needed to synthesize it. The reactants are: Br[C:2]1[CH:7]=[CH:6][C:5]([OH:8])=[CH:4][CH:3]=1.[CH3:9][NH:10][C:11]1[CH:16]=[CH:15][CH:14]=[CH:13][CH:12]=1.[Li+].C[Si]([N-][Si](C)(C)C)(C)C.Cl.